This data is from Forward reaction prediction with 1.9M reactions from USPTO patents (1976-2016). The task is: Predict the product of the given reaction. (1) Given the reactants C(O)(=O)/C=C/C(O)=O.[NH2:9][CH2:10][CH2:11][C:12]#[N:13].C[O-].[Na+].[Cl:17][C:18]1[N:23]=[C:22](Cl)[CH:21]=[C:20]([CH2:25][O:26][CH2:27][C:28]([F:31])([F:30])[F:29])[N:19]=1, predict the reaction product. The product is: [Cl:17][C:18]1[N:23]=[C:22]([NH:13][CH2:12][CH2:11][C:10]#[N:9])[CH:21]=[C:20]([CH2:25][O:26][CH2:27][C:28]([F:31])([F:30])[F:29])[N:19]=1. (2) Given the reactants Br[CH:2]([C:14]1[CH:19]=[CH:18][CH:17]=[CH:16][CH:15]=1)[C:3]([C:5]1[C:13]2[C:8](=[CH:9][CH:10]=[CH:11][CH:12]=2)[NH:7][CH:6]=1)=[O:4].[CH3:20][O:21][C:22]1[CH:27]=[CH:26][CH:25]=[C:24]([NH2:28])[CH:23]=1, predict the reaction product. The product is: [NH:7]1[C:8]2[C:13](=[CH:12][CH:11]=[CH:10][CH:9]=2)[C:5]([C:3](=[O:4])[CH:2]([NH:28][C:24]2[CH:25]=[CH:26][CH:27]=[C:22]([O:21][CH3:20])[CH:23]=2)[C:14]2[CH:19]=[CH:18][CH:17]=[CH:16][CH:15]=2)=[CH:6]1. (3) Given the reactants [NH2:1][C:2]1[CH:3]=[C:4]([NH:9][C:10](=[O:30])[C:11]2[CH:16]=[CH:15][C:14]([CH2:17][N:18]3[CH2:23][CH2:22][N:21]([CH2:24][CH3:25])[CH2:20][CH2:19]3)=[C:13]([C:26]([F:29])([F:28])[F:27])[CH:12]=2)[CH:5]=[CH:6][C:7]=1[CH3:8].C([O-])([O-])=O.[K+].[K+].Br[CH2:38][C:39]1[N:40]=[CH:41][C:42]([NH:45][C:46](=[O:52])[O:47][C:48]([CH3:51])([CH3:50])[CH3:49])=[N:43][CH:44]=1, predict the reaction product. The product is: [CH2:24]([N:21]1[CH2:22][CH2:23][N:18]([CH2:17][C:14]2[CH:15]=[CH:16][C:11]([C:10]([NH:9][C:4]3[CH:5]=[CH:6][C:7]([CH3:8])=[C:2]([NH:1][CH2:38][C:39]4[N:40]=[CH:41][C:42]([NH:45][C:46](=[O:52])[O:47][C:48]([CH3:50])([CH3:49])[CH3:51])=[N:43][CH:44]=4)[CH:3]=3)=[O:30])=[CH:12][C:13]=2[C:26]([F:29])([F:28])[F:27])[CH2:19][CH2:20]1)[CH3:25].